Dataset: Forward reaction prediction with 1.9M reactions from USPTO patents (1976-2016). Task: Predict the product of the given reaction. (1) Given the reactants [CH3:1][N:2](C=O)C.FC(F)(S(O[C:22]1[CH:23]=[C:24]2[C:28](=[CH:29][CH:30]=1)[C:27](=[O:31])[NH:26][CH:25]2[CH2:32][C:33]1[CH:38]=[CH:37][CH:36]=[CH:35][CH:34]=1)(=O)=O)C(F)(F)C(F)(F)C(F)(F)F, predict the reaction product. The product is: [CH2:32]([CH:25]1[C:24]2[C:28](=[CH:29][CH:30]=[C:22]([C:1]#[N:2])[CH:23]=2)[C:27](=[O:31])[NH:26]1)[C:33]1[CH:34]=[CH:35][CH:36]=[CH:37][CH:38]=1. (2) Given the reactants C(O)(=O)C.CC1(C)[O:11][C:10]2[CH:12]=[CH:13][C:14]([CH:16]([OH:36])[CH2:17][NH:18][CH2:19][CH2:20][CH2:21][CH2:22][CH2:23][CH2:24][O:25][CH2:26][CH2:27][CH2:28][CH2:29][C:30]3[CH:35]=[CH:34][CH:33]=[CH:32][CH:31]=3)=[CH:15][C:9]=2[CH2:8][O:7]1.[OH:38][C:39]1[C:48]2[C:43](=[CH:44][CH:45]=[CH:46][CH:47]=2)[CH:42]=[CH:41][C:40]=1[C:49]([OH:51])=[O:50], predict the reaction product. The product is: [OH:38][C:39]1[C:48]2[C:43](=[CH:44][CH:45]=[CH:46][CH:47]=2)[CH:42]=[CH:41][C:40]=1[C:49]([O-:51])=[O:50].[OH:36][CH:16]([C:14]1[CH:13]=[CH:12][C:10]([OH:11])=[C:9]([CH2:8][OH:7])[CH:15]=1)[CH2:17][NH2+:18][CH2:19][CH2:20][CH2:21][CH2:22][CH2:23][CH2:24][O:25][CH2:26][CH2:27][CH2:28][CH2:29][C:30]1[CH:35]=[CH:34][CH:33]=[CH:32][CH:31]=1. (3) Given the reactants Br[C:2]1[CH:3]=[CH:4][C:5]2[O:14][CH2:13][CH2:12][C:11]3[S:10][C:9]([C:15]4[N:16]([CH:20]([CH3:22])[CH3:21])[N:17]=[CH:18][N:19]=4)=[N:8][C:7]=3[C:6]=2[CH:23]=1.[CH3:24][O:25][C:26]1[C:31](B(O)O)=[CH:30][CH:29]=[CH:28][N:27]=1, predict the reaction product. The product is: [CH:20]([N:16]1[C:15]([C:9]2[S:10][C:11]3[CH2:12][CH2:13][O:14][C:5]4[CH:4]=[CH:3][C:2]([C:31]5[C:26]([O:25][CH3:24])=[N:27][CH:28]=[CH:29][CH:30]=5)=[CH:23][C:6]=4[C:7]=3[N:8]=2)=[N:19][CH:18]=[N:17]1)([CH3:22])[CH3:21].